This data is from Catalyst prediction with 721,799 reactions and 888 catalyst types from USPTO. The task is: Predict which catalyst facilitates the given reaction. (1) Reactant: [CH3:1][C:2]1[C:6]([C:7](OC)=[O:8])=[C:5]([CH3:11])[O:4][N:3]=1.[H-].[H-].[H-].[H-].[Li+].[Al+3]. Product: [CH3:1][C:2]1[C:6]([CH2:7][OH:8])=[C:5]([CH3:11])[O:4][N:3]=1. The catalyst class is: 1. (2) Reactant: [CH3:1][N:2]1[C:6]2[CH:7]=[CH:8][CH:9]=[CH:10][C:5]=2[N:4]=[C:3]1[CH2:11][C:12]1[CH:21]=[CH:20][C:15]([C:16]([O:18]C)=[O:17])=[CH:14][CH:13]=1.[OH-].[Na+]. Product: [CH3:1][N:2]1[C:6]2[CH:7]=[CH:8][CH:9]=[CH:10][C:5]=2[N:4]=[C:3]1[CH2:11][C:12]1[CH:21]=[CH:20][C:15]([C:16]([OH:18])=[O:17])=[CH:14][CH:13]=1. The catalyst class is: 5. (3) Reactant: Cl.Cl.Cl.[NH2:4][CH2:5][CH2:6][N:7]1[C:15]2[C:14]([NH:16][C:17]3[CH:22]=[CH:21][C:20]([O:23][C:24]4[CH:29]=[CH:28][CH:27]=[C:26]([NH2:30])[CH:25]=4)=[C:19]([Cl:31])[CH:18]=3)=[N:13][CH:12]=[N:11][C:10]=2[CH:9]=[CH:8]1.[CH3:32][C:33]([S:38]([CH3:41])(=[O:40])=[O:39])([CH3:37])[C:34]([OH:36])=O.Cl.C(N=C=NCCCN(C)C)C.ON1C2C=C[CH:62]=[CH:63][C:58]=2N=N1.[O:64]1[CH2:68]CCC1. Product: [Cl:31][C:19]1[CH:18]=[C:17]([NH:16][C:14]2[C:15]3[N:7]([CH2:6][CH2:5][NH:4][C:34](=[O:36])[C:33]([CH3:37])([S:38]([CH3:41])(=[O:40])=[O:39])[CH3:32])[CH:8]=[CH:9][C:10]=3[N:11]=[CH:12][N:13]=2)[CH:22]=[CH:21][C:20]=1[O:23][C:24]1[CH:25]=[C:26]([NH:30][C:68](=[O:64])[C:63]([CH3:62])([S:38]([CH3:33])(=[O:40])=[O:39])[CH3:58])[CH:27]=[CH:28][CH:29]=1. The catalyst class is: 66. (4) Reactant: [CH3:1][S-:2].[Na+].Cl[C:5]1[C:18]2[C:9](=[C:10]3[C:15](=[CH:16][CH:17]=2)[CH:14]=[CH:13][CH:12]=[N:11]3)[N:8]=[C:7]([CH3:19])[CH:6]=1. Product: [CH3:19][C:7]1[CH:6]=[C:5]([S:2][CH3:1])[C:18]2[C:9](=[C:10]3[C:15](=[CH:16][CH:17]=2)[CH:14]=[CH:13][CH:12]=[N:11]3)[N:8]=1. The catalyst class is: 5. (5) Reactant: C=C1C[N:5]([C:7]([O:9][C:10]([CH3:13])([CH3:12])[CH3:11])=[O:8])[CH:4]([C:14]([O:16][CH3:17])=[O:15])C1.C[N+]1([O-])CC[O:22][CH2:21]C1.[CH3:26][C:27]([CH3:29])=[O:28]. Product: [OH:28][C:27]1([CH2:21][OH:22])[CH2:29][N:5]([C:7]([O:9][C:10]([CH3:11])([CH3:12])[CH3:13])=[O:8])[CH:4]([C:14]([O:16][CH3:17])=[O:15])[CH2:26]1. The catalyst class is: 6.